From a dataset of Forward reaction prediction with 1.9M reactions from USPTO patents (1976-2016). Predict the product of the given reaction. (1) Given the reactants Cl.[CH:2]1[C:12]2[CH:11]=[CH:10][C:9]3[CH:13]=[CH:14][CH:15]=[CH:16][C:8]=3[C:7](=[C:17]3[CH2:22][CH2:21][N:20]([C:23](=[O:26])[CH2:24][NH2:25])[CH2:19][CH2:18]3)[C:6]=2[CH:5]=[CH:4][CH:3]=1.[C:27]([O:31][C:32]([N:34]1[CH2:38][CH2:37][CH2:36][C@@H:35]1[C:39](O)=[O:40])=[O:33])([CH3:30])([CH3:29])[CH3:28].Cl.C(N=C=NCCCN(C)C)C.C(N(CC)CC)C.CN(C1C=CC=CN=1)C, predict the reaction product. The product is: [CH:13]1[C:9]2[CH:10]=[CH:11][C:12]3[CH:2]=[CH:3][CH:4]=[CH:5][C:6]=3[C:7](=[C:17]3[CH2:18][CH2:19][N:20]([C:23](=[O:26])[CH2:24][NH:25][C:39]([CH:35]4[CH2:36][CH2:37][CH2:38][N:34]4[C:32]([O:31][C:27]([CH3:30])([CH3:29])[CH3:28])=[O:33])=[O:40])[CH2:21][CH2:22]3)[C:8]=2[CH:16]=[CH:15][CH:14]=1. (2) The product is: [NH2:1][C:4]1[CH:12]=[CH:11][C:7]([C:8]([NH2:10])=[O:9])=[CH:6][C:5]=1[C:13]([NH:15][C:16]1[CH:21]=[CH:20][C:19]([Cl:22])=[CH:18][CH:17]=1)=[O:14]. Given the reactants [N+:1]([C:4]1[CH:12]=[CH:11][C:7]([C:8]([NH2:10])=[O:9])=[CH:6][C:5]=1[C:13]([NH:15][C:16]1[CH:21]=[CH:20][C:19]([Cl:22])=[CH:18][CH:17]=1)=[O:14])([O-])=O.[H][H], predict the reaction product. (3) Given the reactants [Cl:1][C:2]1[CH:3]=[C:4]([CH:23]=[CH:24][C:25]=1[Cl:26])[CH2:5][CH:6]1[C:15]2[C:10](=[CH:11][CH:12]=[C:13]([OH:16])[CH:14]=2)[CH2:9][CH2:8][CH:7]1[NH:17][C:18](=[O:22])[O:19][CH2:20][CH3:21].[F:27][C:28]([F:47])([F:46])[S:29](N(C1C=CC=CC=1)[S:29]([C:28]([F:47])([F:46])[F:27])(=[O:31])=[O:30])(=[O:31])=[O:30].C(N(CC)CC)C, predict the reaction product. The product is: [F:27][C:28]([F:47])([F:46])[S:29]([O:16][C:13]1[CH:12]=[CH:11][C:10]2[CH2:9][CH2:8][CH:7]([NH:17][C:18]([O:19][CH2:20][CH3:21])=[O:22])[CH:6]([CH2:5][C:4]3[CH:23]=[CH:24][C:25]([Cl:26])=[C:2]([Cl:1])[CH:3]=3)[C:15]=2[CH:14]=1)(=[O:31])=[O:30]. (4) Given the reactants C([O:3][P:4]([CH2:9][CH2:10][CH2:11][CH2:12][CH2:13][CH2:14][CH2:15][CH2:16][CH2:17][CH2:18][CH2:19][CH2:20][CH2:21][CH2:22][CH2:23][CH2:24][O:25][C:26]1[C:43]([O:44][CH2:45][CH2:46][CH2:47][CH2:48][CH2:49][CH3:50])=[CH:42][C:41]2[C:40]3[C:35](=[CH:36][C:37]([O:58][CH2:59][CH2:60][CH2:61][CH2:62][CH2:63][CH3:64])=[C:38]([O:51][CH2:52][CH2:53][CH2:54][CH2:55][CH2:56][CH3:57])[CH:39]=3)[C:34]3[C:29](=[CH:30][C:31]([O:72][CH2:73][CH2:74][CH2:75][CH2:76][CH2:77][CH3:78])=[C:32]([O:65][CH2:66][CH2:67][CH2:68][CH2:69][CH2:70][CH3:71])[CH:33]=3)[C:28]=2[CH:27]=1)(=[O:8])[O:5]CC)C.C[Si](Br)(C)C, predict the reaction product. The product is: [CH2:45]([O:44][C:43]1[C:26]([O:25][CH2:24][CH2:23][CH2:22][CH2:21][CH2:20][CH2:19][CH2:18][CH2:17][CH2:16][CH2:15][CH2:14][CH2:13][CH2:12][CH2:11][CH2:10][CH2:9][P:4](=[O:3])([OH:8])[OH:5])=[CH:27][C:28]2[C:29]3[C:34]([C:35]4[C:40]([C:41]=2[CH:42]=1)=[CH:39][C:38]([O:51][CH2:52][CH2:53][CH2:54][CH2:55][CH2:56][CH3:57])=[C:37]([O:58][CH2:59][CH2:60][CH2:61][CH2:62][CH2:63][CH3:64])[CH:36]=4)=[CH:33][C:32]([O:65][CH2:66][CH2:67][CH2:68][CH2:69][CH2:70][CH3:71])=[C:31]([O:72][CH2:73][CH2:74][CH2:75][CH2:76][CH2:77][CH3:78])[CH:30]=3)[CH2:46][CH2:47][CH2:48][CH2:49][CH3:50]. (5) Given the reactants [CH:1]([N:4]1[CH2:9][CH2:8][N:7]([C:10]([C:12]2[CH:13]=[C:14]3[C:18](=[CH:19][CH:20]=2)[NH:17][C:16]([C:21]([N:23]2[CH2:28][CH2:27][N:26]([S:29]([CH3:32])(=[O:31])=[O:30])[CH2:25][CH2:24]2)=[O:22])=[CH:15]3)=[O:11])[CH2:6][CH2:5]1)([CH3:3])[CH3:2].[C:33]1(S(N2CCNCC2)(=O)=O)[CH:38]=[CH:37]C=[CH:35][CH:34]=1, predict the reaction product. The product is: [C:32]1([S:29]([N:26]2[CH2:25][CH2:24][N:23]([C:21]([C:16]3[NH:17][C:18]4[C:14]([CH:15]=3)=[CH:13][C:12]([C:10]([N:7]3[CH2:8][CH2:9][N:4]([CH:1]([CH3:3])[CH3:2])[CH2:5][CH2:6]3)=[O:11])=[CH:20][CH:19]=4)=[O:22])[CH2:28][CH2:27]2)(=[O:30])=[O:31])[CH:37]=[CH:38][CH:33]=[CH:34][CH:35]=1. (6) Given the reactants [CH3:1][O:2][C:3]1[CH:12]=[C:11]2[C:6]([CH2:7][CH2:8][CH2:9][CH:10]2[C:13]([O:15][CH3:16])=[O:14])=[CH:5][CH:4]=1.[CH3:17]I.[H-].[Na+], predict the reaction product. The product is: [CH3:16][O:15][C:13]([C:10]1([CH3:17])[C:11]2[C:6](=[CH:5][CH:4]=[C:3]([O:2][CH3:1])[CH:12]=2)[CH2:7][CH2:8][CH2:9]1)=[O:14]. (7) Given the reactants [CH3:1][C:2]1[CH:7]=[C:6]([CH3:8])[CH:5]=[CH:4][C:3]=1[Mg]Br.C[C:12]1[CH:17]=[C:16](C)[CH:15]=[CH:14]C=1Br.[Mg].C1(=O)CCCC1.OS(O)(=O)=O, predict the reaction product. The product is: [CH3:1][C:2]1[CH:7]=[C:6]([CH3:8])[CH:5]=[CH:4][C:3]=1[C:14]1[CH2:15][CH2:16][CH2:17][CH:12]=1. (8) Given the reactants Br[C:2]1[C:10]2[O:9][CH2:8][C@@H:7]([N:11]([C:26](=[O:31])[C:27]([F:30])([F:29])[F:28])[C:12]3[CH:25]=[CH:24][C:15]4[C@H:16]([CH2:19][C:20]([O:22][CH3:23])=[O:21])[CH2:17][O:18][C:14]=4[CH:13]=3)[C:6]=2[CH:5]=[CH:4][CH:3]=1.[O:32]1[C:37]2[CH:38]=[CH:39][CH:40]=[CH:41][C:36]=2[NH:35][CH2:34][CH2:33]1.C(=O)([O-])[O-].[Cs+].[Cs+], predict the reaction product. The product is: [O:32]1[C:37]2[CH:38]=[CH:39][CH:40]=[CH:41][C:36]=2[N:35]([C:2]2[C:10]3[O:9][CH2:8][C@@H:7]([N:11]([C:26](=[O:31])[C:27]([F:30])([F:29])[F:28])[C:12]4[CH:25]=[CH:24][C:15]5[C@H:16]([CH2:19][C:20]([O:22][CH3:23])=[O:21])[CH2:17][O:18][C:14]=5[CH:13]=4)[C:6]=3[CH:5]=[CH:4][CH:3]=2)[CH2:34][CH2:33]1. (9) Given the reactants CS(C)=O.C(Cl)(=O)C(Cl)=O.[C:11]1([CH2:17][CH2:18][CH2:19][CH2:20][OH:21])[CH:16]=[CH:15][CH:14]=[CH:13][CH:12]=1.C(N(CC)CC)C, predict the reaction product. The product is: [C:11]1([CH2:17][CH2:18][CH2:19][CH:20]=[O:21])[CH:16]=[CH:15][CH:14]=[CH:13][CH:12]=1.